Dataset: Reaction yield outcomes from USPTO patents with 853,638 reactions. Task: Predict the reaction yield, written as a fraction of the theoretical maximum amount of product (1.0 means a 100% yield; for example, 0.34 means a 34% yield). (1) The reactants are [N+:1]([CH2:4][CH2:5][C:6]([OH:8])=[O:7])([O-:3])=[O:2].[CH2:9](O)[CH3:10]. The catalyst is S(=O)(=O)(O)O. The product is [N+:1]([CH2:4][CH2:5][C:6]([O:8][CH2:9][CH3:10])=[O:7])([O-:3])=[O:2]. The yield is 0.690. (2) The reactants are C(NC(C)C)(C)C.C([Li])CCC.[CH3:13][O:14][C@@H:15]1[CH2:27][N:18]2[C@@H:19]([C:23]([Cl:26])([Cl:25])[Cl:24])[O:20][C:21](=[O:22])[C@@H:17]2[CH2:16]1.[CH3:28][O:29][CH2:30]Cl. The catalyst is O1CCCC1. The product is [CH3:13][O:14][C@@H:15]1[CH2:27][N:18]2[C@@H:19]([C:23]([Cl:26])([Cl:25])[Cl:24])[O:20][C:21](=[O:22])[C@:17]2([CH2:28][O:29][CH3:30])[CH2:16]1. The yield is 0.370.